From a dataset of Reaction yield outcomes from USPTO patents with 853,638 reactions. Predict the reaction yield, written as a fraction of the theoretical maximum amount of product (1.0 means a 100% yield; for example, 0.34 means a 34% yield). (1) The reactants are [C:1]([O:5][C:6]([NH:8][C:9](=[CH:14][C:15]1[CH:16]=[C:17]2[C:22](=[CH:23][CH:24]=1)[N:21]=[C:20]([O:25][C:26]1[CH:31]=[CH:30][CH:29]=[CH:28][CH:27]=1)[CH:19]=[CH:18]2)[C:10]([O:12][CH3:13])=[O:11])=[O:7])([CH3:4])([CH3:3])[CH3:2]. The catalyst is CO.[Pd]. The product is [C:1]([O:5][C:6]([NH:8][CH:9]([CH2:14][C:15]1[CH:16]=[C:17]2[C:22](=[CH:23][CH:24]=1)[N:21]=[C:20]([O:25][C:26]1[CH:31]=[CH:30][CH:29]=[CH:28][CH:27]=1)[CH:19]=[CH:18]2)[C:10]([O:12][CH3:13])=[O:11])=[O:7])([CH3:4])([CH3:2])[CH3:3]. The yield is 0.820. (2) The reactants are Br[CH2:2][C:3]#[N:4].C(N(C(C)C)C(C)C)C.[CH3:14][S:15][C:16](=[O:30])[CH2:17][CH2:18][C@H:19]([NH:23][C:24](=[O:29])[CH2:25][CH2:26][CH:27]=[CH2:28])[C:20]([OH:22])=[O:21].[Cl-].[NH4+]. The catalyst is CS(C)=O. The product is [CH3:14][S:15][C:16](=[O:30])[CH2:17][CH2:18][C@H:19]([NH:23][C:24](=[O:29])[CH2:25][CH2:26][CH:27]=[CH2:28])[C:20]([O:22][CH2:2][C:3]#[N:4])=[O:21]. The yield is 1.00. (3) The reactants are Br[C:2]1[CH:7]=[CH:6][C:5]([CH:8]2[CH2:16][CH2:15][CH2:14][CH:13]3[N:9]2[CH2:10][CH2:11][CH2:12]3)=[CH:4][CH:3]=1.[N+:17]([C:20]1[CH:25]=[CH:24][C:23]([SH:26])=[CH:22][CH:21]=1)([O-:19])=[O:18].C(=O)([O-])[O-].[K+].[K+]. The catalyst is CN(C)C=O.[Cu].[Cu](I)I. The product is [N+:17]([C:20]1[CH:25]=[CH:24][C:23]([S:26][C:2]2[CH:7]=[CH:6][C:5]([CH:8]3[CH2:16][CH2:15][CH2:14][CH:13]4[N:9]3[CH2:10][CH2:11][CH2:12]4)=[CH:4][CH:3]=2)=[CH:22][CH:21]=1)([O-:19])=[O:18]. The yield is 0.790. (4) The reactants are [CH3:1][CH:2]([CH3:19])[CH:3]([NH:7][C:8]1[O:9][C:10]([C:13]2[CH:18]=[CH:17][CH:16]=[CH:15][CH:14]=2)=[N:11][N:12]=1)[C:4]([OH:6])=O.CCN=C=NCCCN(C)C.Cl.[Cl:32][C:33]1[CH:38]=[CH:37][C:36]([CH:39]2[CH2:44][CH2:43][NH:42][CH2:41][CH2:40]2)=[CH:35][CH:34]=1.C1C=CC2N(O)N=NC=2C=1.C(N(C(C)C)CC)(C)C. The catalyst is CN(C=O)C.CO. The product is [Cl:32][C:33]1[CH:38]=[CH:37][C:36]([CH:39]2[CH2:40][CH2:41][N:42]([C:4](=[O:6])[CH:3]([NH:7][C:8]3[O:9][C:10]([C:13]4[CH:18]=[CH:17][CH:16]=[CH:15][CH:14]=4)=[N:11][N:12]=3)[CH:2]([CH3:1])[CH3:19])[CH2:43][CH2:44]2)=[CH:35][CH:34]=1. The yield is 0.300. (5) The reactants are C(O[C:4]([N:6]1[CH2:11][CH2:10][CH:9]([CH2:12][S:13]([C:16]2[CH:21]=[CH:20][C:19]([O:22][CH2:23][C:24]#[C:25][CH3:26])=[CH:18][CH:17]=2)(=[O:15])=[O:14])[CH2:8][CH2:7]1)=[O:5])C.[CH3:27][C:28]1([CH3:38])[O:33][CH2:32][C:31]([CH3:37])(C(O)=O)[CH2:30][O:29]1. No catalyst specified. The product is [CH2:23]([O:22][C:19]1[CH:18]=[CH:17][C:16]([S:13]([CH2:12][C:9]2([C:28]([O:29][CH2:30][CH3:31])=[O:33])[CH2:10][CH2:11][N:6]([C:4]([C:31]3([CH3:37])[CH2:30][O:29][C:28]([CH3:27])([CH3:38])[O:33][CH2:32]3)=[O:5])[CH2:7][CH2:8]2)(=[O:14])=[O:15])=[CH:21][CH:20]=1)[C:24]#[C:25][CH3:26]. The yield is 0.790.